The task is: Predict the product of the given reaction.. This data is from Forward reaction prediction with 1.9M reactions from USPTO patents (1976-2016). (1) Given the reactants [CH2:1]([O:3][C:4]([C:6]1[NH:7][N:8]=[C:9]([C:11]2[S:15][C:14]([C:16]3[CH:21]=[CH:20][CH:19]=[CH:18][CH:17]=3)=[N:13][CH:12]=2)[CH:10]=1)=[O:5])[CH3:2].[Br:22]NC(=O)CCC(N)=O, predict the reaction product. The product is: [CH2:1]([O:3][C:4]([C:6]1[NH:7][N:8]=[C:9]([C:11]2[S:15][C:14]([C:16]3[CH:21]=[CH:20][CH:19]=[CH:18][CH:17]=3)=[N:13][CH:12]=2)[C:10]=1[Br:22])=[O:5])[CH3:2]. (2) Given the reactants C([O:3][C:4]([C:6]1([NH:15][C:16](=[O:28])[C:17]2[CH:22]=[CH:21][C:20]([CH3:23])=[CH:19][C:18]=2[CH:24]=[C:25]([CH3:27])[CH3:26])[CH2:14][C:13]2[C:8](=[CH:9][CH:10]=[CH:11][CH:12]=2)[CH2:7]1)=[O:5])C.[OH-].[K+].O, predict the reaction product. The product is: [CH3:23][C:20]1[CH:21]=[CH:22][C:17]([C:16]([NH:15][C:6]2([C:4]([OH:5])=[O:3])[CH2:14][C:13]3[C:8](=[CH:9][CH:10]=[CH:11][CH:12]=3)[CH2:7]2)=[O:28])=[C:18]([CH:24]=[C:25]([CH3:27])[CH3:26])[CH:19]=1.